This data is from Forward reaction prediction with 1.9M reactions from USPTO patents (1976-2016). The task is: Predict the product of the given reaction. (1) Given the reactants [Cl:1][C:2]1[CH:3]=[C:4]([CH:33]=[CH:34][C:35]=1[F:36])[CH2:5][N:6]1[CH2:15][CH2:14][C:13]2[C:8](=[C:9]([O:30][CH3:31])[C:10](=[O:29])[N:11]3[CH2:21][CH2:20][CH2:19][CH2:18][N:17]([CH2:22][CH2:23]S(C)(=O)=O)[C:16](=[O:28])[C:12]3=2)[C:7]1=[O:32].[NH:37]1[CH2:42][CH2:41][O:40][CH2:39][CH2:38]1.C(N(C(C)C)CC)(C)C, predict the reaction product. The product is: [Cl:1][C:2]1[CH:3]=[C:4]([CH:33]=[CH:34][C:35]=1[F:36])[CH2:5][N:6]1[CH2:15][CH2:14][C:13]2[C:8](=[C:9]([O:30][CH3:31])[C:10](=[O:29])[N:11]3[CH2:21][CH2:20][CH2:19][CH2:18][N:17]([CH2:22][CH2:23][N:37]4[CH2:42][CH2:41][O:40][CH2:39][CH2:38]4)[C:16](=[O:28])[C:12]3=2)[C:7]1=[O:32]. (2) Given the reactants [CH2:1]([NH:3][CH2:4][C:5]1[C:6]([CH3:12])=[C:7]([CH:9]=[CH:10][CH:11]=1)[NH2:8])[CH3:2].[C:21](O[C:21]([O:23][C:24]([CH3:27])([CH3:26])[CH3:25])=[O:22])([O:23][C:24]([CH3:27])([CH3:26])[CH3:25])=[O:22], predict the reaction product. The product is: [NH:8]([C:7]1[C:6]([CH3:12])=[C:5]([CH:11]=[CH:10][CH:9]=1)[CH2:4][N:3]([CH2:1][CH3:2])[C:21](=[O:22])[O:23][C:24]([CH3:25])([CH3:26])[CH3:27])[C:5]1[CH:6]=[CH:7][CH:9]=[CH:10][CH:11]=1. (3) Given the reactants [C:1]([C:5]1[CH:9]=[C:8]([NH:10][C:11]([C@@H:13]2[CH2:17][CH2:16][C:15](=[O:18])[NH:14]2)=[O:12])[O:7][N:6]=1)([CH3:4])([CH3:3])[CH3:2].CC1(C)C2C(=C(P(C3C=CC=CC=3)C3C=CC=CC=3)C=CC=2)OC2C(P(C3C=CC=CC=3)C3C=CC=CC=3)=CC=CC1=2.C(=O)([O-])[O-].[Cs+].[Cs+].Br[C:68]1[N:73]=[C:72]([CH3:74])[C:71]([F:75])=[CH:70][CH:69]=1, predict the reaction product. The product is: [C:1]([C:5]1[CH:9]=[C:8]([NH:10][C:11]([C@@H:13]2[CH2:17][CH2:16][C:15](=[O:18])[N:14]2[C:68]2[CH:69]=[CH:70][C:71]([F:75])=[C:72]([CH3:74])[N:73]=2)=[O:12])[O:7][N:6]=1)([CH3:4])([CH3:2])[CH3:3]. (4) Given the reactants NCC(O)=O.[NH:6]1[CH2:10][CH2:9][CH2:8][C:7]1=[O:11].[O-]P([O-])([O-])=O.[K+].[K+].[K+].[F:20][C:21]1[CH:22]=[CH:23][C:24](I)=[C:25]([C:27](=[O:29])[CH3:28])[CH:26]=1, predict the reaction product. The product is: [C:27]([C:25]1[CH:26]=[C:21]([F:20])[CH:22]=[CH:23][C:24]=1[N:6]1[CH2:10][CH2:9][CH2:8][C:7]1=[O:11])(=[O:29])[CH3:28]. (5) Given the reactants [C:1]12([CH2:11][O:12][C:13]3[C:21]([Cl:22])=[CH:20][C:16]([C:17]([OH:19])=[O:18])=[C:15]([F:23])[CH:14]=3)[CH2:10][CH:5]3[CH2:6][CH:7]([CH2:9][CH:3]([CH2:4]3)[CH2:2]1)[CH2:8]2.[C:24](OC(OC(O[C:24]([CH3:27])([CH3:26])[CH3:25])=O)=O)([CH3:27])([CH3:26])[CH3:25], predict the reaction product. The product is: [C:1]12([CH2:11][O:12][C:13]3[C:21]([Cl:22])=[CH:20][C:16]([C:17]([O:19][C:24]([CH3:27])([CH3:26])[CH3:25])=[O:18])=[C:15]([F:23])[CH:14]=3)[CH2:8][CH:7]3[CH2:9][CH:3]([CH2:4][CH:5]([CH2:6]3)[CH2:10]1)[CH2:2]2. (6) Given the reactants [Cl:1][C:2]1[C:10]2[S:9][C:8]([S:11](Cl)(=[O:13])=[O:12])=[C:7]([CH3:15])[C:6]=2[CH:5]=[CH:4][CH:3]=1.[NH2:16][C:17]1[CH:18]=[C:19]([C:23]2[NH:27][N:26]=[N:25][N:24]=2)[CH:20]=[CH:21][CH:22]=1, predict the reaction product. The product is: [Cl:1][C:2]1[C:10]2[S:9][C:8]([S:11]([NH:16][C:17]3[CH:22]=[CH:21][CH:20]=[C:19]([C:23]4[NH:27][N:26]=[N:25][N:24]=4)[CH:18]=3)(=[O:13])=[O:12])=[C:7]([CH3:15])[C:6]=2[CH:5]=[CH:4][CH:3]=1. (7) Given the reactants [Br:1][C:2]1[C:7]2[NH:8][C:9](=O)[N:10]([CH2:11][CH2:12][CH2:13][Cl:14])[C:6]=2[C:5]([C:16]([O:18][CH3:19])=[O:17])=[CH:4][CH:3]=1.P(Cl)(Cl)([Cl:22])=O, predict the reaction product. The product is: [Br:1][C:2]1[C:7]2[N:8]=[C:9]([Cl:22])[N:10]([CH2:11][CH2:12][CH2:13][Cl:14])[C:6]=2[C:5]([C:16]([O:18][CH3:19])=[O:17])=[CH:4][CH:3]=1. (8) Given the reactants [C:1]([Si:5]([C:42]1[CH:47]=[CH:46][CH:45]=[CH:44][CH:43]=1)([C:36]1[CH:41]=[CH:40][CH:39]=[CH:38][CH:37]=1)[O:6][C@:7]([C@@H:14]([CH:16]([O:18][Si:19]([C:32]([CH3:35])([CH3:34])[CH3:33])([C:26]1[CH:31]=[CH:30][CH:29]=[CH:28][CH:27]=1)[C:20]1[CH:25]=[CH:24][CH:23]=[CH:22][CH:21]=1)[OH:17])[OH:15])([OH:13])[C:8]([F:12])([F:11])[CH:9]=[O:10])([CH3:4])([CH3:3])[CH3:2].ClCCl.C(N(CC)CC)C.[CH3:58][S:59](Cl)(=[O:61])=[O:60].[OH2:63], predict the reaction product. The product is: [C:1]([Si:5]([C:42]1[CH:47]=[CH:46][CH:45]=[CH:44][CH:43]=1)([C:36]1[CH:41]=[CH:40][CH:39]=[CH:38][CH:37]=1)[O:6][C@:7]([C@@H:14]([CH:16]([O:18][Si:19]([C:32]([CH3:35])([CH3:34])[CH3:33])([C:26]1[CH:27]=[CH:28][CH:29]=[CH:30][CH:31]=1)[C:20]1[CH:25]=[CH:24][CH:23]=[CH:22][CH:21]=1)[OH:17])[OH:15])([OH:13])[C:8]([F:12])([F:11])[C:9]([O:60][S:59]([CH3:58])(=[O:61])=[O:63])=[O:10])([CH3:2])([CH3:3])[CH3:4]. (9) The product is: [C:9]1([C:2]2[CH:3]=[CH:4][C:5]([NH2:8])=[N:6][CH:7]=2)[CH:14]=[CH:13][CH:12]=[CH:11][CH:10]=1. Given the reactants Br[C:2]1[CH:3]=[CH:4][C:5]([NH2:8])=[N:6][CH:7]=1.[C:9]1(B(O)O)[CH:14]=[CH:13][CH:12]=[CH:11][CH:10]=1.C([O-])([O-])=O.[Na+].[Na+], predict the reaction product.